The task is: Predict the reactants needed to synthesize the given product.. This data is from Retrosynthesis with 50K atom-mapped reactions and 10 reaction types from USPTO. (1) Given the product COc1ccc2c(c1)CCNC2c1ccc(OCc2ccccc2)cc1, predict the reactants needed to synthesize it. The reactants are: COc1ccc2c(c1)CCN=C2c1ccc(OCc2ccccc2)cc1. (2) Given the product COC(=O)c1ccc(S(=O)(=O)N(Cc2ccccc2)c2ncc(C(F)(F)F)cc2Cl)cc1F, predict the reactants needed to synthesize it. The reactants are: COC(=O)c1ccc(S(=O)(=O)NCc2ccccc2)cc1F.FC(F)(F)c1cnc(Cl)c(Cl)c1.